Task: Predict the reactants needed to synthesize the given product.. Dataset: Full USPTO retrosynthesis dataset with 1.9M reactions from patents (1976-2016) (1) Given the product [F:11][C:12]([F:23])([F:22])[C:13]1[CH:18]=[C:17]([C:2]2[CH:3]=[N:4][C:5]([C:8](=[O:10])[CH3:9])=[N:6][CH:7]=2)[CH:16]=[CH:15][CH:14]=1, predict the reactants needed to synthesize it. The reactants are: Br[C:2]1[CH:3]=[N:4][C:5]([C:8](=[O:10])[CH3:9])=[N:6][CH:7]=1.[F:11][C:12]([F:23])([F:22])[C:13]1[CH:14]=[C:15](B(O)O)[CH:16]=[CH:17][CH:18]=1.[O-]P([O-])([O-])=O.[K+].[K+].[K+].CN(C1C(C2C(P(C3CCCCC3)C3CCCCC3)=CC=CC=2)=CC=CC=1)C. (2) Given the product [NH2:26][C:4]1[N:3]=[C:2]([CH3:1])[N:7]=[C:6]([N:8]2[C:12]([NH:13][C:14]3[C:15]4[CH:16]=[N:17][NH:18][C:19]=4[CH:20]=[CH:21][CH:22]=3)=[CH:11][CH:10]=[N:9]2)[CH:5]=1, predict the reactants needed to synthesize it. The reactants are: [CH3:1][C:2]1[N:7]=[C:6]([N:8]2[C:12]([NH:13][C:14]3[C:15]4[CH:16]=[N:17][NH:18][C:19]=4[CH:20]=[CH:21][CH:22]=3)=[CH:11][CH:10]=[N:9]2)[CH:5]=[C:4](S(C)=O)[N:3]=1.[NH3:26]. (3) Given the product [Cl:1][C:2]1[C:3]([CH2:21][CH2:22][CH2:23][C:24]([NH:25][C:36](=[O:42])[O:37][C:38]([CH3:39])([CH3:40])[CH3:41])([CH2:28][OH:27])[CH3:30])=[CH:4][C:5]2[C:6](=[O:20])[C:7]3[C:12]([S:13][C:14]=2[CH:15]=1)=[CH:11][C:10]([C:16]([F:18])([F:19])[F:17])=[CH:9][CH:8]=3, predict the reactants needed to synthesize it. The reactants are: [Cl:1][C:2]1[C:3]([CH2:21][CH2:22][CH2:23][C:24]2([CH3:30])[CH2:28][O:27]C(=O)[NH:25]2)=[CH:4][C:5]2[C:6](=[O:20])[C:7]3[C:12]([S:13][C:14]=2[CH:15]=1)=[CH:11][C:10]([C:16]([F:19])([F:18])[F:17])=[CH:9][CH:8]=3.C(O[C:36](=[O:42])[O:37][C:38]([CH3:41])([CH3:40])[CH3:39])(C)(C)C.C(N(CC)CC)C.O. (4) Given the product [NH2:2][C:3]1[C:4]2[C:14]([O:15][CH2:16][C@H:17]3[CH2:22][CH2:21][CH2:20][CH2:19][N:18]3[C:26]([C:25]3[CH:29]=[CH:30][N:31]=[CH:32][C:24]=3[OH:23])=[O:27])=[CH:13][CH:12]=[CH:11][C:5]=2[NH:6][S:7](=[O:9])(=[O:10])[N:8]=1, predict the reactants needed to synthesize it. The reactants are: Cl.[NH2:2][C:3]1[C:4]2[C:14]([O:15][CH2:16][C@H:17]3[CH2:22][CH2:21][CH2:20][CH2:19][NH2+:18]3)=[CH:13][CH:12]=[CH:11][C:5]=2[NH:6][S:7](=[O:10])(=[O:9])[N:8]=1.[OH:23][C:24]1[CH:32]=[N:31][CH:30]=[CH:29][C:25]=1[C:26](O)=[O:27].